This data is from Reaction yield outcomes from USPTO patents with 853,638 reactions. The task is: Predict the reaction yield, written as a fraction of the theoretical maximum amount of product (1.0 means a 100% yield; for example, 0.34 means a 34% yield). (1) The reactants are [C:1]([O:5][C@@H:6]([C:11]1[C:12]([CH3:31])=[N:13][C:14]2[N:15]([N:18]=[C:19]([C:21]3[CH:30]=[CH:29][C:28]4[CH2:27][CH2:26][CH2:25][CH2:24][C:23]=4[CH:22]=3)[CH:20]=2)[C:16]=1Cl)[C:7]([O:9][CH3:10])=[O:8])([CH3:4])([CH3:3])[CH3:2].[F:32][C:33]1[CH:34]=[C:35](B2OC(C)(C)C(C)(C)O2)[C:36]([CH3:43])=[C:37]2[C:42]=1[O:41][CH2:40][CH2:39][CH2:38]2.C([O-])([O-])=O.[Na+].[Na+]. The catalyst is CN(C=O)C. The product is [C:1]([O:5][C@@H:6]([C:11]1[C:12]([CH3:31])=[N:13][C:14]2[N:15]([N:18]=[C:19]([C:21]3[CH:30]=[CH:29][C:28]4[CH2:27][CH2:26][CH2:25][CH2:24][C:23]=4[CH:22]=3)[CH:20]=2)[C:16]=1[C:35]1[C:36]([CH3:43])=[C:37]2[C:42](=[C:33]([F:32])[CH:34]=1)[O:41][CH2:40][CH2:39][CH2:38]2)[C:7]([O:9][CH3:10])=[O:8])([CH3:4])([CH3:3])[CH3:2]. The yield is 0.417. (2) The reactants are [CH3:1][O:2][C:3](=[O:14])[C:4]1[CH:9]=[C:8]([N+:10]([O-:12])=[O:11])[CH:7]=[C:6]([NH2:13])[CH:5]=1.CCN(CC)CC.[Cl:22][CH2:23][CH2:24][CH2:25][C:26](Cl)=[O:27]. The catalyst is C(Cl)Cl. The product is [CH3:1][O:2][C:3](=[O:14])[C:4]1[CH:9]=[C:8]([N+:10]([O-:12])=[O:11])[CH:7]=[C:6]([NH:13][C:26](=[O:27])[CH2:25][CH2:24][CH2:23][Cl:22])[CH:5]=1. The yield is 0.960. (3) The reactants are [SH:1][C:2]1[NH:3][CH:4]=[CH:5][N:6]=1.Cl[C:8]1[CH:13]=[CH:12][C:11]([N+:14]([O-:16])=[O:15])=[CH:10][CH:9]=1.C(=O)([O-])[O-].[K+].[K+]. The catalyst is C(#N)C. The product is [N+:14]([C:11]1[CH:12]=[CH:13][C:8]([S:1][C:2]2[NH:3][CH:4]=[CH:5][N:6]=2)=[CH:9][CH:10]=1)([O-:16])=[O:15]. The yield is 0.860. (4) The reactants are [I:1][C:2]1[C:3]([O:23][CH3:24])=[CH:4][C:5]([CH:20]([CH3:22])[CH3:21])=[C:6]([CH:19]=1)[O:7][C:8](=[CH:11]NC1C=CC=CC=1)[C:9]#[N:10].C(=O)(O)O.[NH2:29][C:30]([NH2:32])=[NH:31].CN(C=O)C.C(OCC)(=O)C. The catalyst is O. The product is [I:1][C:2]1[C:3]([O:23][CH3:24])=[CH:4][C:5]([CH:20]([CH3:22])[CH3:21])=[C:6]([CH:19]=1)[O:7][C:8]1[C:9]([NH2:10])=[N:31][C:30]([NH2:32])=[N:29][CH:11]=1. The yield is 0.940. (5) The reactants are [NH:1]1[CH2:6][CH2:5][NH:4][CH2:3][CH2:2]1.[C:7](#[N:10])[CH:8]=[CH2:9]. The catalyst is O. The product is [N:1]1([CH2:9][CH2:8][C:7]#[N:10])[CH2:6][CH2:5][N:4]([CH2:9][CH2:8][C:7]#[N:10])[CH2:3][CH2:2]1. The yield is 0.947. (6) The reactants are Br[C:2]1[CH:3]=[CH:4][C:5]([F:26])=[C:6]([C:8]2([C:19]3[CH:24]=[CH:23][N:22]=[C:21]([CH3:25])[CH:20]=3)[C:16]3[C:11](=[C:12]([F:17])[CH:13]=[CH:14][CH:15]=3)[C:10]([NH2:18])=[N:9]2)[CH:7]=1.[C:27]([C:29]1[CH:30]=[C:31](B(O)O)[CH:32]=[N:33][CH:34]=1)#[N:28]. No catalyst specified. The product is [NH2:18][C:10]1[C:11]2[C:16](=[CH:15][CH:14]=[CH:13][C:12]=2[F:17])[C:8]([C:6]2[CH:7]=[C:2]([C:31]3[CH:32]=[N:33][CH:34]=[C:29]([CH:30]=3)[C:27]#[N:28])[CH:3]=[CH:4][C:5]=2[F:26])([C:19]2[CH:24]=[CH:23][N:22]=[C:21]([CH3:25])[CH:20]=2)[N:9]=1. The yield is 0.380. (7) The reactants are Cl[C:2]1[N:7]=[C:6]([C:8]2[N:12]([CH3:13])[C:11]([CH3:14])=[N:10][CH:9]=2)[C:5]([F:15])=[CH:4][N:3]=1.[Cl:16][C:17]1[CH:18]=[C:19]([CH:21]=[C:22]([Cl:24])[CH:23]=1)[NH2:20]. No catalyst specified. The product is [Cl:16][C:17]1[CH:18]=[C:19]([NH:20][C:2]2[N:7]=[C:6]([C:8]3[N:12]([CH3:13])[C:11]([CH3:14])=[N:10][CH:9]=3)[C:5]([F:15])=[CH:4][N:3]=2)[CH:21]=[C:22]([Cl:24])[CH:23]=1. The yield is 0.190.